This data is from Full USPTO retrosynthesis dataset with 1.9M reactions from patents (1976-2016). The task is: Predict the reactants needed to synthesize the given product. (1) Given the product [Br:12][C:7]1[NH:6][C:5]2[NH:4][C:2](=[O:3])[NH:1][C:10](=[O:11])[C:9]=2[N:8]=1, predict the reactants needed to synthesize it. The reactants are: [NH:1]1[C:10](=[O:11])[C:9]2[NH:8][CH:7]=[N:6][C:5]=2[NH:4][C:2]1=[O:3].[Br:12]Br. (2) Given the product [Br:1][C:2]1[CH:7]=[CH:6][C:5]([S:8]([N:12]2[CH2:16][CH2:15][CH2:14][CH2:13]2)(=[O:10])=[O:9])=[CH:4][CH:3]=1, predict the reactants needed to synthesize it. The reactants are: [Br:1][C:2]1[CH:7]=[CH:6][C:5]([S:8](Cl)(=[O:10])=[O:9])=[CH:4][CH:3]=1.[NH:12]1[CH2:16][CH2:15][CH2:14][CH2:13]1. (3) Given the product [CH3:23][O:24][C:25]1[CH:26]=[CH:27][C:28]2[NH:34][C:33](=[O:35])[N:32]([CH:36]3[CH2:37][CH2:38][N:39]([C:42]4[CH:43]=[C:44]([C:48]([N:66]5[CH2:67][CH2:68][C:63]6[NH:62][N:61]=[C:60]([C:54]7[CH:55]=[CH:56][CH:57]=[CH:58][CH:59]=7)[C:64]=6[CH2:65]5)=[O:50])[N:45]=[CH:46][N:47]=4)[CH2:40][CH2:41]3)[CH2:31][CH2:30][C:29]=2[CH:51]=1, predict the reactants needed to synthesize it. The reactants are: CN(C(ON1N=NC2C=CC=CC1=2)=[N+](C)C)C.[B-](F)(F)(F)F.[CH3:23][O:24][C:25]1[CH:26]=[CH:27][C:28]2[NH:34][C:33](=[O:35])[N:32]([CH:36]3[CH2:41][CH2:40][N:39]([C:42]4[N:47]=[CH:46][N:45]=[C:44]([C:48]([OH:50])=O)[CH:43]=4)[CH2:38][CH2:37]3)[CH2:31][CH2:30][C:29]=2[CH:51]=1.Cl.Cl.[C:54]1([C:60]2[C:64]3[CH2:65][NH:66][CH2:67][CH2:68][C:63]=3[NH:62][N:61]=2)[CH:59]=[CH:58][CH:57]=[CH:56][CH:55]=1.C(N(CC)CC)C.C(=O)([O-])O.[Na+]. (4) The reactants are: Cl.[Cl:2][C:3]1[CH:4]=[C:5]2[C:9](=[CH:10][CH:11]=1)[NH:8][CH:7]=[C:6]2[CH2:12][CH2:13][NH2:14].[CH3:15][O:16][C:17]1[CH:22]=[CH:21][CH:20]=[CH:19][C:18]=1[N:23]1[CH2:27][CH2:26][CH:25]([C:28](O)=[O:29])[C:24]1=[O:31].C1CN([P+](ON2N=NC3C=CC=CC2=3)(N2CCCC2)N2CCCC2)CC1.F[P-](F)(F)(F)(F)F.C(N(CC)C(C)C)(C)C. Given the product [Cl:2][C:3]1[CH:4]=[C:5]2[C:9](=[CH:10][CH:11]=1)[NH:8][CH:7]=[C:6]2[CH2:12][CH2:13][NH:14][C:28]([CH:25]1[CH2:26][CH2:27][N:23]([C:18]2[CH:19]=[CH:20][CH:21]=[CH:22][C:17]=2[O:16][CH3:15])[C:24]1=[O:31])=[O:29], predict the reactants needed to synthesize it. (5) The reactants are: Br[C:2]1[CH:10]=[C:9]2[C:5]([C:6]([C:11]3[N:12](C(OC(C)(C)C)=O)[C:13]4[C:18]([CH:19]=3)=[CH:17][C:16]([CH2:20][N:21]3[CH2:26][CH2:25][CH2:24][CH2:23][CH2:22]3)=[CH:15][CH:14]=4)=[N:7][NH:8]2)=[CH:4][CH:3]=1.[CH2:34]([OH:37])[C:35]#[CH:36]. Given the product [N:21]1([CH2:20][C:16]2[CH:17]=[C:18]3[C:13](=[CH:14][CH:15]=2)[NH:12][C:11]([C:6]2[C:5]4[C:9](=[CH:10][C:2]([C:36]#[C:35][CH2:34][OH:37])=[CH:3][CH:4]=4)[NH:8][N:7]=2)=[CH:19]3)[CH2:26][CH2:25][CH2:24][CH2:23][CH2:22]1, predict the reactants needed to synthesize it.